Dataset: Reaction yield outcomes from USPTO patents with 853,638 reactions. Task: Predict the reaction yield, written as a fraction of the theoretical maximum amount of product (1.0 means a 100% yield; for example, 0.34 means a 34% yield). (1) The reactants are [CH2:1]([O:3][C:4](=[O:30])[CH:5]([NH:19]C(OCC1C=CC=CC=1)=O)[CH2:6][CH2:7][C:8](=[O:18])[NH:9][CH:10]([C:13]([O:15][CH2:16][CH3:17])=[O:14])[CH2:11][OH:12])[CH3:2]. The catalyst is C(O)C.[Pd]. The product is [CH2:1]([O:3][C:4](=[O:30])[CH:5]([NH2:19])[CH2:6][CH2:7][C:8](=[O:18])[NH:9][CH:10]([C:13]([O:15][CH2:16][CH3:17])=[O:14])[CH2:11][OH:12])[CH3:2]. The yield is 0.750. (2) The reactants are [F:1][C:2]1[CH:7]=[CH:6][CH:5]=[CH:4][C:3]=1[C:8]1[N:9]=[N:10][N:11]([CH3:27])[C:12]=1[C:13]1[N:14]=[CH:15][N:16]([C:18]2[CH:26]=[CH:25][C:21]([C:22](O)=[O:23])=[CH:20][N:19]=2)[CH:17]=1.[CH:28]([NH2:31])([CH3:30])[CH3:29]. No catalyst specified. The product is [F:1][C:2]1[CH:7]=[CH:6][CH:5]=[CH:4][C:3]=1[C:8]1[N:9]=[N:10][N:11]([CH3:27])[C:12]=1[C:13]1[N:14]=[CH:15][N:16]([C:18]2[CH:26]=[CH:25][C:21]([C:22]([NH:31][CH:28]([CH3:30])[CH3:29])=[O:23])=[CH:20][N:19]=2)[CH:17]=1. The yield is 0.610.